This data is from Reaction yield outcomes from USPTO patents with 853,638 reactions. The task is: Predict the reaction yield, written as a fraction of the theoretical maximum amount of product (1.0 means a 100% yield; for example, 0.34 means a 34% yield). (1) The reactants are [Br:1][C:2]1[CH:3]=[C:4]([CH:14]=[CH:15][C:16]=1[CH3:17])[C:5]([NH:7][CH2:8][CH:9]([O:12]C)OC)=O.O=P12OP3(OP(OP(O3)(O1)=O)(=O)O2)=O.CS(O)(=O)=O. No catalyst specified. The product is [Br:1][C:2]1[CH:3]=[C:4]([C:5]2[O:12][CH:9]=[CH:8][N:7]=2)[CH:14]=[CH:15][C:16]=1[CH3:17]. The yield is 0.140. (2) The yield is 0.370. The product is [CH2:18]([O:17][C:21]([C:2]1[N:3]([CH2:9][O:10][CH2:11][CH2:12][Si:13]([CH3:16])([CH3:15])[CH3:14])[CH:4]=[C:5]([C:7]#[N:8])[N:6]=1)=[O:28])[CH3:19]. The reactants are Br[C:2]1[N:3]([CH2:9][O:10][CH2:11][CH2:12][Si:13]([CH3:16])([CH3:15])[CH3:14])[CH:4]=[C:5]([C:7]#[N:8])[N:6]=1.[O:17]1[CH2:21]C[CH2:19][CH2:18]1.C([Mg]Cl)(C)C.C(=O)=[O:28].CC(C)=O. The catalyst is ClCCl.CCOC(C)=O.CCCCCCC. (3) The product is [ClH:1].[Cl:1][C:2]1[N:3]=[CH:4][CH:5]=[C:6]2[CH:10]=[C:9]([CH2:11][NH:15][CH2:13][CH3:14])[NH:8][C:7]=12. The reactants are [Cl:1][C:2]1[N:3]=[CH:4][CH:5]=[C:6]2[CH:10]=[C:9]([CH:11]=O)[NH:8][C:7]=12.[CH2:13]([NH2:15])[CH3:14].[BH4-].[Na+]. The catalyst is CO. The yield is 0.420. (4) The reactants are [F:1][C:2]1[CH:3]=[C:4]([NH2:8])[CH:5]=[CH:6][CH:7]=1.C(=O)([O-])[O-].[K+].[K+].O.Cl[C:17]([O:19][CH2:20][C:21]1[CH:26]=[CH:25][CH:24]=[CH:23][CH:22]=1)=[O:18]. The catalyst is O1CCCC1.C(OCC)(=O)C. The product is [CH2:20]([O:19][C:17](=[O:18])[NH:8][C:4]1[CH:5]=[CH:6][CH:7]=[C:2]([F:1])[CH:3]=1)[C:21]1[CH:26]=[CH:25][CH:24]=[CH:23][CH:22]=1. The yield is 0.950. (5) The reactants are [CH:1]1[C:6]2[C:7](=[O:16])[NH:8][C:9]3[CH:15]=[CH:14][CH:13]=[CH:12][C:10]=3[O:11][C:5]=2[CH:4]=[CH:3][CH:2]=1.C(N(CC)CC)C.[CH2:24]([O:26][C:27]([C:29]1[CH:34]=[CH:33][C:32](B(O)O)=[CH:31][CH:30]=1)=[O:28])[CH3:25]. The catalyst is C1COCC1.ClCCl.C(OCC)(=O)C.C(O[Cu]OC(=O)C)(=O)C. The product is [O:16]=[C:7]1[C:6]2[CH:1]=[CH:2][CH:3]=[CH:4][C:5]=2[O:11][C:10]2[CH:12]=[CH:13][CH:14]=[CH:15][C:9]=2[N:8]1[C:32]1[CH:33]=[CH:34][C:29]([C:27]([O:26][CH2:24][CH3:25])=[O:28])=[CH:30][CH:31]=1. The yield is 0.230. (6) The reactants are [CH2:1]([O:8][C:9]([NH:11][C@@H:12]1[CH2:17][CH2:16][N:15](C(OC(C)(C)C)=O)[CH2:14][C@@H:13]1[F:25])=[O:10])[C:2]1[CH:7]=[CH:6][CH:5]=[CH:4][CH:3]=1.[ClH:26]. The catalyst is ClCCl.O1CCOCC1. The product is [ClH:26].[F:25][C@@H:13]1[C@H:12]([NH:11][C:9](=[O:10])[O:8][CH2:1][C:2]2[CH:7]=[CH:6][CH:5]=[CH:4][CH:3]=2)[CH2:17][CH2:16][NH:15][CH2:14]1. The yield is 0.900. (7) The reactants are [C:1]([NH2:4])(=[O:3])[CH3:2].C(=O)([O-])O.[Na+].Br[CH2:11][C:12](=O)[C:13]([O:15][CH2:16][CH3:17])=[O:14].FC(F)(F)C(OC(=O)C(F)(F)F)=O. The catalyst is C1COCC1. The product is [CH3:2][C:1]1[O:3][C:12]([C:13]([O:15][CH2:16][CH3:17])=[O:14])=[CH:11][N:4]=1. The yield is 0.0800.